Dataset: Forward reaction prediction with 1.9M reactions from USPTO patents (1976-2016). Task: Predict the product of the given reaction. (1) Given the reactants [CH:1]([C:4]1[CH:9]=[CH:8][C:7]([NH:10][C:11]([C:13]2[CH:14]=[N:15][C:16]([O:19][CH3:20])=[CH:17][CH:18]=2)=O)=[CH:6][CH:5]=1)([CH3:3])[CH3:2].Cl.C(=O)([O-])O.[Na+], predict the reaction product. The product is: [CH:1]([C:4]1[CH:5]=[CH:6][C:7]([NH:10][CH2:11][C:13]2[CH:14]=[N:15][C:16]([O:19][CH3:20])=[CH:17][CH:18]=2)=[CH:8][CH:9]=1)([CH3:3])[CH3:2]. (2) Given the reactants Cl[C:2]1[N:7]=[C:6]([NH:8][CH3:9])[N:5]=[C:4]([N:10]2[C@H:15]([C:16]([F:19])([F:18])[F:17])[CH2:14][CH2:13][C@H:12]([C:20]([NH:22][CH:23]3[CH2:28][CH2:27][CH2:26][CH2:25][CH2:24]3)=[O:21])[CH2:11]2)[CH:3]=1.[C:29]([C:31]1[CH:36]=[CH:35][C:34](B(O)O)=[CH:33][C:32]=1[F:40])#[N:30].C([O-])(O)=O.[Na+], predict the reaction product. The product is: [C:29]([C:31]1[CH:36]=[CH:35][C:34]([C:2]2[N:7]=[C:6]([NH:8][CH3:9])[N:5]=[C:4]([N:10]3[C@H:15]([C:16]([F:19])([F:18])[F:17])[CH2:14][CH2:13][C@H:12]([C:20]([NH:22][CH:23]4[CH2:24][CH2:25][CH2:26][CH2:27][CH2:28]4)=[O:21])[CH2:11]3)[CH:3]=2)=[CH:33][C:32]=1[F:40])#[N:30].